This data is from NCI-60 drug combinations with 297,098 pairs across 59 cell lines. The task is: Regression. Given two drug SMILES strings and cell line genomic features, predict the synergy score measuring deviation from expected non-interaction effect. (1) Drug 1: CN1C(=O)N2C=NC(=C2N=N1)C(=O)N. Drug 2: CCCCCOC(=O)NC1=NC(=O)N(C=C1F)C2C(C(C(O2)C)O)O. Cell line: KM12. Synergy scores: CSS=-9.68, Synergy_ZIP=4.35, Synergy_Bliss=1.81, Synergy_Loewe=-5.71, Synergy_HSA=-6.02. (2) Drug 1: CCC1=CC2CC(C3=C(CN(C2)C1)C4=CC=CC=C4N3)(C5=C(C=C6C(=C5)C78CCN9C7C(C=CC9)(C(C(C8N6C)(C(=O)OC)O)OC(=O)C)CC)OC)C(=O)OC.C(C(C(=O)O)O)(C(=O)O)O. Drug 2: C1=NC2=C(N1)C(=S)N=CN2. Cell line: SNB-19. Synergy scores: CSS=12.1, Synergy_ZIP=-3.68, Synergy_Bliss=-4.52, Synergy_Loewe=-15.8, Synergy_HSA=-2.91.